Task: Predict the product of the given reaction.. Dataset: Forward reaction prediction with 1.9M reactions from USPTO patents (1976-2016) (1) Given the reactants [CH2:1]([C@@H:8]1[NH:13][CH2:12][CH2:11][N:10]([C:14]2[CH:19]=[CH:18][C:17]([O:20][CH3:21])=[C:16]([O:22][CH:23]3[CH2:26][CH2:25][CH2:24]3)[CH:15]=2)[CH2:9]1)[C:2]1[CH:7]=[CH:6][CH:5]=[CH:4][CH:3]=1.C([O:29][C:30](=O)[CH2:31][C:32]1[NH:33][N:34]=[C:35]([CH:37]([CH3:39])[CH3:38])[N:36]=1)C, predict the reaction product. The product is: [CH2:1]([C@H:8]1[CH2:9][N:10]([C:14]2[CH:19]=[CH:18][C:17]([O:20][CH3:21])=[C:16]([O:22][CH:23]3[CH2:26][CH2:25][CH2:24]3)[CH:15]=2)[CH2:11][CH2:12][N:13]1[C:30](=[O:29])[CH2:31][C:32]1[NH:33][N:34]=[C:35]([CH:37]([CH3:38])[CH3:39])[N:36]=1)[C:2]1[CH:3]=[CH:4][CH:5]=[CH:6][CH:7]=1. (2) The product is: [CH:1]1[S:2][CH:3]=[C:4]2[C:9]=1[CH:8]=[C:7]([C:10]([OH:12])=[O:11])[N:6]=[CH:5]2. Given the reactants [CH:1]1[S:2][CH:3]=[C:4]2[C:9]=1[CH:8]=[C:7]([C:10]([O:12]C)=[O:11])[N:6]=[CH:5]2.[OH-].[Na+], predict the reaction product. (3) Given the reactants ClC(Cl)(OC(=O)[O:6][C:7]([Cl:10])(Cl)Cl)Cl.C([N:20]1[CH2:25][CH2:24][C:23](=[O:26])[CH2:22][CH2:21]1)C1C=CC=CC=1, predict the reaction product. The product is: [O:26]=[C:23]1[CH2:24][CH2:25][N:20]([C:7]([Cl:10])=[O:6])[CH2:21][CH2:22]1. (4) Given the reactants Br[C:2]1[CH:38]=[CH:37][C:5]([CH2:6][O:7][C:8]2[CH:36]=[CH:35][CH:34]=[CH:33][C:9]=2[CH2:10][CH2:11][N:12]([CH2:22][C:23]2[CH:32]=[CH:31][C:26]([C:27]([O:29][CH3:30])=[O:28])=[CH:25][CH:24]=2)[CH2:13][CH2:14][CH2:15][CH2:16][C:17]([O:19][CH2:20][CH3:21])=[O:18])=[CH:4][CH:3]=1.[Cl:39][C:40]1[CH:45]=[CH:44][C:43](B(O)O)=[CH:42][CH:41]=1.C(=O)([O-])[O-].[Na+].[Na+].C(OCC)(=O)C, predict the reaction product. The product is: [Cl:39][C:40]1([C:2]2[CH:3]=[CH:4][C:5]([CH2:6][O:7][C:8]3[CH:36]=[CH:35][CH:34]=[CH:33][C:9]=3[CH2:10][CH2:11][N:12]([CH2:22][C:23]3[CH:32]=[CH:31][C:26]([C:27]([O:29][CH3:30])=[O:28])=[CH:25][CH:24]=3)[CH2:13][CH2:14][CH2:15][CH2:16][C:17]([O:19][CH2:20][CH3:21])=[O:18])=[CH:37][CH:38]=2)[CH:41]=[CH:42][CH:43]=[CH:44][CH2:45]1. (5) Given the reactants [OH:1][N:2]1[C:6](=[O:7])[C:5]2=[CH:8][CH:9]=[CH:10][CH:11]=[C:4]2[C:3]1=[O:12].Cl[CH2:14][C:15]1[N:16]=[C:17]([NH2:20])[S:18][CH:19]=1.C(=O)([O-])[O-].[Cs+].[Cs+].[I-].[K+], predict the reaction product. The product is: [NH2:20][C:17]1[S:18][CH:19]=[C:15]([CH2:14][O:1][N:2]2[C:3](=[O:12])[C:4]3[C:5](=[CH:8][CH:9]=[CH:10][CH:11]=3)[C:6]2=[O:7])[N:16]=1. (6) Given the reactants [N:1]1[C:2]2[N:3]([C:21]3[CH:27]=[CH:26][CH:25]=[CH:24][C:22]=3[N:23]=2)[C:4]([C:7]2[CH:12]=[CH:11][C:10]([NH:13][C:14](=[O:20])[O:15][C:16]([CH3:19])([CH3:18])[CH3:17])=[CH:9][CH:8]=2)=[CH:5][CH:6]=1.[H-].[Na+].[CH3:30][C:31]1[CH:36]=[CH:35][C:34]([S:37]([O:40][CH2:41][CH2:42][CH2:43]OS(C2C=CC(C)=CC=2)(=O)=O)(=[O:39])=[O:38])=[CH:33][CH:32]=1, predict the reaction product. The product is: [CH3:30][C:31]1[CH:36]=[CH:35][C:34]([S:37]([O:40][CH2:41][CH2:42][CH2:43][N:13]([C:10]2[CH:9]=[CH:8][C:7]([C:4]3[N:3]4[C:21]5[CH:27]=[CH:26][CH:25]=[CH:24][C:22]=5[N:23]=[C:2]4[N:1]=[CH:6][CH:5]=3)=[CH:12][CH:11]=2)[C:14]([O:15][C:16]([CH3:19])([CH3:17])[CH3:18])=[O:20])(=[O:39])=[O:38])=[CH:33][CH:32]=1. (7) Given the reactants Br[CH2:2][C:3]1[CH:8]=[CH:7][CH:6]=[C:5]([N+:9]([O-:11])=[O:10])[CH:4]=1.[C-:12]#[N:13].[Na+], predict the reaction product. The product is: [N+:9]([C:5]1[CH:4]=[C:3]([CH2:2][C:12]#[N:13])[CH:8]=[CH:7][CH:6]=1)([O-:11])=[O:10]. (8) Given the reactants [CH2:1]([N:3]1[C:7]([CH2:8][C:9]2[C:17]3[C:12](=[N:13][CH:14]=[CH:15][CH:16]=3)[NH:11][CH:10]=2)=[CH:6][C:5]([NH:18][CH2:19][C:20]2[CH:25]=[CH:24][C:23]([F:26])=[CH:22][CH:21]=2)=[N:4]1)[CH3:2].[Cl:27]N1C(=O)CCC1=O, predict the reaction product. The product is: [Cl:27][C:6]1[C:5](/[N:18]=[CH:19]/[C:20]2[CH:21]=[CH:22][C:23]([F:26])=[CH:24][CH:25]=2)=[N:4][N:3]([CH2:1][CH3:2])[C:7]=1[CH2:8][C:9]1[C:17]2[C:12](=[N:13][CH:14]=[CH:15][CH:16]=2)[NH:11][CH:10]=1.